This data is from Catalyst prediction with 721,799 reactions and 888 catalyst types from USPTO. The task is: Predict which catalyst facilitates the given reaction. (1) Reactant: Br[C:2]1[S:3][CH:4]=[C:5]([CH3:7])[N:6]=1.CC1(C)C(C)(C)OB(B2OC(C)(C)C(C)(C)O2)O1.C([O-])(=O)C.[K+].[Br:31][C:32]1[N:37]=[C:36]2[C:38](I)=[C:39]([C:49]3[CH:54]=[CH:53][N:52]=[C:51]([NH:55][C:56](=[O:58])[CH3:57])[CH:50]=3)[N:40]([CH2:41][O:42][CH2:43][CH2:44][Si:45]([CH3:48])([CH3:47])[CH3:46])[C:35]2=[C:34]([C:60]#[N:61])[CH:33]=1.P([O-])([O-])([O-])=O.[K+].[K+].[K+]. Product: [Br:31][C:32]1[N:37]=[C:36]2[C:38]([C:2]3[S:3][CH:4]=[C:5]([CH3:7])[N:6]=3)=[C:39]([C:49]3[CH:54]=[CH:53][N:52]=[C:51]([NH:55][C:56](=[O:58])[CH3:57])[CH:50]=3)[N:40]([CH2:41][O:42][CH2:43][CH2:44][Si:45]([CH3:46])([CH3:48])[CH3:47])[C:35]2=[C:34]([C:60]#[N:61])[CH:33]=1. The catalyst class is: 12. (2) Reactant: [CH3:1][O:2][C:3]1[CH:4]=[CH:5][C:6]([NH:12][C:13]2[N:17]([C:18]3[CH:23]=[CH:22][CH:21]=[CH:20][CH:19]=3)[N:16]=[CH:15][CH:14]=2)=[C:7]([CH:11]=1)[C:8](O)=[O:9].Cl.[CH2:25]([NH2:32])[C:26]1[CH:31]=[CH:30][CH:29]=[CH:28][CH:27]=1.CCN=C=NCCCN(C)C.Cl.C1C=CC2N(O)N=NC=2C=1.C(N(CC)CC)C. Product: [CH2:25]([NH:32][C:8](=[O:9])[C:7]1[CH:11]=[C:3]([O:2][CH3:1])[CH:4]=[CH:5][C:6]=1[NH:12][C:13]1[N:17]([C:18]2[CH:23]=[CH:22][CH:21]=[CH:20][CH:19]=2)[N:16]=[CH:15][CH:14]=1)[C:26]1[CH:31]=[CH:30][CH:29]=[CH:28][CH:27]=1. The catalyst class is: 3.